Dataset: Reaction yield outcomes from USPTO patents with 853,638 reactions. Task: Predict the reaction yield, written as a fraction of the theoretical maximum amount of product (1.0 means a 100% yield; for example, 0.34 means a 34% yield). (1) The reactants are [CH3:1][C:2]1[N:7]=[C:6]([S:8][CH2:9][C:10]2[N:11]=[CH:12][S:13][CH:14]=2)[N:5]=[C:4]([OH:15])[CH:3]=1.[ClH:16].O1CCOCC1. The catalyst is CO. The product is [ClH:16].[CH3:1][C:2]1[N:7]=[C:6]([S:8][CH2:9][C:10]2[N:11]=[CH:12][S:13][CH:14]=2)[N:5]=[C:4]([OH:15])[CH:3]=1. The yield is 0.920. (2) The reactants are [CH2:1]([N:8]1[CH2:12][CH:11]2[CH:13]([OH:28])[N:14]([C:17]3[CH:22]=[CH:21][C:20]([O:23][C:24]([F:27])([F:26])[F:25])=[CH:19][CH:18]=3)[C:15](=O)[CH:10]2[CH2:9]1)[C:2]1[CH:7]=[CH:6][CH:5]=[CH:4][CH:3]=1.[BH3-]C#N.[Na+]. The catalyst is FC(F)(F)C(O)=O. The product is [CH2:1]([N:8]1[CH2:9][CH:10]2[CH2:15][N:14]([C:17]3[CH:22]=[CH:21][C:20]([O:23][C:24]([F:27])([F:25])[F:26])=[CH:19][CH:18]=3)[C:13](=[O:28])[CH:11]2[CH2:12]1)[C:2]1[CH:3]=[CH:4][CH:5]=[CH:6][CH:7]=1. The yield is 0.700.